Dataset: Peptide-MHC class I binding affinity with 185,985 pairs from IEDB/IMGT. Task: Regression. Given a peptide amino acid sequence and an MHC pseudo amino acid sequence, predict their binding affinity value. This is MHC class I binding data. (1) The MHC is Patr-B1301 with pseudo-sequence Patr-B1301. The binding affinity (normalized) is 0.972. The peptide sequence is MPILTLTRAL. (2) The peptide sequence is INTLESMMK. The MHC is HLA-B57:01 with pseudo-sequence HLA-B57:01. The binding affinity (normalized) is 0.0847. (3) The peptide sequence is KQYLNLYPV. The MHC is HLA-A31:01 with pseudo-sequence HLA-A31:01. The binding affinity (normalized) is 0.516. (4) The peptide sequence is LISSDGARVI. The MHC is HLA-A02:03 with pseudo-sequence HLA-A02:03. The binding affinity (normalized) is 0.349. (5) The peptide sequence is LLLLISLVY. The MHC is HLA-A30:01 with pseudo-sequence HLA-A30:01. The binding affinity (normalized) is 0.0847. (6) The peptide sequence is VIYQYMDDL. The MHC is HLA-A02:03 with pseudo-sequence HLA-A02:03. The binding affinity (normalized) is 0.263.